From a dataset of Reaction yield outcomes from USPTO patents with 853,638 reactions. Predict the reaction yield, written as a fraction of the theoretical maximum amount of product (1.0 means a 100% yield; for example, 0.34 means a 34% yield). The reactants are CS(C)=O.[F:5][C:6]1[C:7]([C:12]2([C:16]#[N:17])[CH2:15][CH2:14][CH2:13]2)=[N:8][CH:9]=[CH:10][CH:11]=1.C(=O)([O-])[O-:19].[K+].[K+].OO. The catalyst is O.C(OCC)(=O)C. The product is [F:5][C:6]1[C:7]([C:12]2([C:16]([NH2:17])=[O:19])[CH2:15][CH2:14][CH2:13]2)=[N:8][CH:9]=[CH:10][CH:11]=1. The yield is 0.590.